Dataset: Full USPTO retrosynthesis dataset with 1.9M reactions from patents (1976-2016). Task: Predict the reactants needed to synthesize the given product. (1) Given the product [C:12]([O:11][C:9]([N:7]1[CH2:8][C@@H:4]([CH2:3][O:2][CH3:1])[CH2:5][C@H:6]1[C:16]([OH:18])=[O:17])=[O:10])([CH3:15])([CH3:13])[CH3:14], predict the reactants needed to synthesize it. The reactants are: [CH3:1][O:2][CH2:3][C@@H:4]1[CH2:8][N:7]([C:9]([O:11][C:12]([CH3:15])([CH3:14])[CH3:13])=[O:10])[C@H:6]([C:16]([O:18]C)=[O:17])[CH2:5]1.[OH-].[Li+].O. (2) The reactants are: C[O:2][C:3](=[O:31])[C:4]1[CH:9]=[CH:8][C:7]([CH2:10][O:11]/[N:12]=[CH:13]/[C:14]2[C:22]3[C:17](=[CH:18][CH:19]=[CH:20][CH:21]=3)[N:16]([CH2:23][C:24]3[CH:29]=[CH:28][CH:27]=[CH:26][CH:25]=3)[CH:15]=2)=[CH:6][C:5]=1[Br:30].[OH-].[Na+]. Given the product [CH2:23]([N:16]1[C:17]2[C:22](=[CH:21][CH:20]=[CH:19][CH:18]=2)[C:14](/[CH:13]=[N:12]/[O:11][CH2:10][C:7]2[CH:8]=[CH:9][C:4]([C:3]([OH:31])=[O:2])=[C:5]([Br:30])[CH:6]=2)=[CH:15]1)[C:24]1[CH:25]=[CH:26][CH:27]=[CH:28][CH:29]=1, predict the reactants needed to synthesize it. (3) Given the product [O:1]=[C:2]1[C:15]2[C:10](=[CH:11][CH:12]=[CH:13][CH:14]=2)[C:9](=[CH:16][C:17]([Cl:22])=[O:19])[C:8]2[CH:7]=[CH:6][CH:5]=[CH:4][C:3]1=2, predict the reactants needed to synthesize it. The reactants are: [O:1]=[C:2]1[C:15]2[C:10](=[CH:11][CH:12]=[CH:13][CH:14]=2)[C:9](=[CH:16][C:17]([OH:19])=O)[C:8]2[CH:7]=[CH:6][CH:5]=[CH:4][C:3]1=2.S(Cl)([Cl:22])=O. (4) Given the product [CH3:11][C:12]([O:16][C:2]1[CH:7]=[CH:6][C:5]([N+:8]([O-:10])=[O:9])=[CH:4][CH:3]=1)([C:14]#[CH:15])[CH3:13], predict the reactants needed to synthesize it. The reactants are: F[C:2]1[CH:7]=[CH:6][C:5]([N+:8]([O-:10])=[O:9])=[CH:4][CH:3]=1.[CH3:11][C:12]([OH:16])([C:14]#[CH:15])[CH3:13]. (5) Given the product [CH2:31]([O:30][C:28]([NH:27][CH:23]([P:19]([OH:21])([O:18][CH:6]([CH2:7][CH2:8][CH2:9][NH:10][C:11]([O:13][C:14]([CH3:15])([CH3:17])[CH3:16])=[O:12])[C:5]([OH:38])=[O:4])=[O:20])[CH:24]([CH3:25])[CH3:26])=[O:29])[C:32]1[CH:33]=[CH:34][CH:35]=[CH:36][CH:37]=1, predict the reactants needed to synthesize it. The reactants are: [Li+].[OH-].C[O:4][C:5](=[O:38])[CH:6]([O:18][P:19]([CH:23]([NH:27][C:28]([O:30][CH2:31][C:32]1[CH:37]=[CH:36][CH:35]=[CH:34][CH:33]=1)=[O:29])[CH:24]([CH3:26])[CH3:25])([O:21]C)=[O:20])[CH2:7][CH2:8][CH2:9][NH:10][C:11]([O:13][C:14]([CH3:17])([CH3:16])[CH3:15])=[O:12]. (6) Given the product [CH2:1]([O:3][C:4](=[O:20])[C:5]([OH:19])([C:22]([F:27])([F:21])[C:23]([F:26])([F:25])[F:24])[CH2:6][C:7]([C:10]1[CH:15]=[CH:14][CH:13]=[C:12]([F:16])[C:11]=1[O:17][CH3:18])([CH3:9])[CH3:8])[CH3:2], predict the reactants needed to synthesize it. The reactants are: [CH2:1]([O:3][C:4](=[O:20])[C:5](=[O:19])[CH2:6][C:7]([C:10]1[CH:15]=[CH:14][CH:13]=[C:12]([F:16])[C:11]=1[O:17][CH3:18])([CH3:9])[CH3:8])[CH3:2].[F:21][C:22]([Si](C)(C)C)([F:27])[C:23]([F:26])([F:25])[F:24].[F-].C[N+](C)(C)C.Cl. (7) Given the product [CH3:32][N:31]([CH:28]1[CH2:29][CH2:30][N:25]([CH3:24])[CH2:26][CH2:27]1)[C:21]([N:13]1[CH:14]([C:15]2[CH:20]=[CH:19][CH:18]=[CH:17][CH:16]=2)[CH:10]2[CH2:9][O:8][C:5]3[CH:6]=[CH:7][C:2]([F:1])=[CH:3][C:4]=3[C:11]2=[N:12]1)=[O:22], predict the reactants needed to synthesize it. The reactants are: [F:1][C:2]1[CH:7]=[CH:6][C:5]2[O:8][CH2:9][CH:10]3[CH:14]([C:15]4[CH:20]=[CH:19][CH:18]=[CH:17][CH:16]=4)[N:13]([C:21](Cl)=[O:22])[N:12]=[C:11]3[C:4]=2[CH:3]=1.[CH3:24][N:25]1[CH2:30][CH2:29][CH:28]([NH:31][CH3:32])[CH2:27][CH2:26]1.C(=O)(O)[O-].[Na+]. (8) Given the product [Cl:1][CH2:2][CH2:3][CH2:4][S:5]([O:8][CH2:9][C:10]([CH3:23])([CH3:22])[C@@H:11]([O:14][Si:15]([CH3:21])([CH3:20])[C:16]([CH3:18])([CH3:17])[CH3:19])[C:12]([OH:26])=[O:13])(=[O:7])=[O:6], predict the reactants needed to synthesize it. The reactants are: [Cl:1][CH2:2][CH2:3][CH2:4][S:5]([O:8][CH2:9][C:10]([CH3:23])([CH3:22])[C@@H:11]([O:14][Si:15]([CH3:21])([CH3:20])[C:16]([CH3:19])([CH3:18])[CH3:17])[CH:12]=[O:13])(=[O:7])=[O:6].CC(C)=[O:26]. (9) Given the product [O:22]1[CH2:23][CH2:24][CH:19]([NH:1][C:2]2[CH:3]=[C:4]([CH3:17])[CH:5]=[C:6]3[C:10]=2[NH:9][C:8]([C:11]2[CH:16]=[CH:15][CH:14]=[CH:13][N:12]=2)=[CH:7]3)[CH2:20][CH2:21]1, predict the reactants needed to synthesize it. The reactants are: [NH2:1][C:2]1[CH:3]=[C:4]([CH3:17])[CH:5]=[C:6]2[C:10]=1[NH:9][C:8]([C:11]1[CH:16]=[CH:15][CH:14]=[CH:13][N:12]=1)=[CH:7]2.O=[C:19]1[CH2:24][CH2:23][O:22][CH2:21][CH2:20]1. (10) Given the product [C:18]([O:17][C:15]([N:11]1[CH2:12][CH2:13][CH2:14][C@H:10]1[C@H:9]([OH:27])[C@@H:8]([C:4]1[CH:5]=[CH:6][CH:7]=[C:2]([F:1])[CH:3]=1)[N:33]1[C:41]2[C:36](=[CH:37][CH:38]=[CH:39][CH:40]=2)[CH:35]=[CH:34]1)=[O:16])([CH3:21])([CH3:20])[CH3:19], predict the reactants needed to synthesize it. The reactants are: [F:1][C:2]1[CH:3]=[C:4](/[CH:8]=[CH:9]/[C@@H:10]2[CH2:14][CH2:13][CH2:12][N:11]2[C:15]([O:17][C:18]([CH3:21])([CH3:20])[CH3:19])=[O:16])[CH:5]=[CH:6][CH:7]=1.C(=O)(O)[O-].[Na+].[OH:27]OS([O-])=O.[K+].[NH:33]1[C:41]2[C:36](=[CH:37][CH:38]=[CH:39][CH:40]=2)[CH2:35][CH2:34]1.